This data is from Reaction yield outcomes from USPTO patents with 853,638 reactions. The task is: Predict the reaction yield, written as a fraction of the theoretical maximum amount of product (1.0 means a 100% yield; for example, 0.34 means a 34% yield). (1) The reactants are [CH3:1][O:2][C:3]1[CH:8]=[CH:7][N:6]=[C:5]([NH2:9])[CH:4]=1.Cl[CH2:11][CH:12]=O.C(=O)([O-])O.[Na+]. The catalyst is O.C(O)C. The product is [CH3:1][O:2][C:3]1[CH:8]=[CH:7][N:6]2[CH:11]=[CH:12][N:9]=[C:5]2[CH:4]=1. The yield is 0.450. (2) The reactants are [C:1]([O:5][C:6]([N:8]1[C:16]2[C:11](=[CH:12][C:13]([O:17]C(OC(C)(C)C)=O)=[CH:14][CH:15]=2)[CH:10]=[CH:9]1)=[O:7])([CH3:4])([CH3:3])[CH3:2].N1CCOCC1. The catalyst is ClCCl. The product is [C:1]([O:5][C:6]([N:8]1[C:16]2[C:11](=[CH:12][C:13]([OH:17])=[CH:14][CH:15]=2)[CH:10]=[CH:9]1)=[O:7])([CH3:4])([CH3:2])[CH3:3]. The yield is 0.770. (3) The reactants are [Cl:1][C:2]1[CH:7]=[C:6]([F:8])[C:5]([N+:9]([O-:11])=[O:10])=[CH:4][C:3]=1[CH:12]([OH:17])[C:13]([O:15][CH3:16])=[O:14].Cl(O)(=O)(=O)=O.C(=O)(O)[O-].[Na+].O. The catalyst is C(OC(C)(C)C)(=O)C. The product is [C:3]([O:17][CH:12]([C:3]1[CH:4]=[C:5]([N+:9]([O-:11])=[O:10])[C:6]([F:8])=[CH:7][C:2]=1[Cl:1])[C:13]([O:15][CH3:16])=[O:14])([CH3:12])([CH3:4])[CH3:2]. The yield is 0.310. (4) The reactants are [Br:1][C:2]1[CH:7]=[CH:6][CH:5]=[CH:4][C:3]=1[CH2:8][O:9][CH2:10][CH2:11]Br.Cl.Cl.[F:15][C:16]([F:25])([F:24])[CH2:17][N:18]1[CH2:23][CH2:22][NH:21][CH2:20][CH2:19]1.C(=O)([O-])[O-].[Na+].[Na+]. The catalyst is O1CCCC1. The product is [Br:1][C:2]1[CH:7]=[CH:6][CH:5]=[CH:4][C:3]=1[CH2:8][O:9][CH2:10][CH2:11][N:21]1[CH2:20][CH2:19][N:18]([CH2:17][C:16]([F:24])([F:25])[F:15])[CH2:23][CH2:22]1. The yield is 0.450. (5) The reactants are [CH2:15]([Sn:6]([CH2:7][CH2:8][CH2:9][CH3:10])([CH2:11][CH2:12][CH2:13][CH3:14])[Sn:6]([CH2:15][CH2:16][CH2:17][CH3:18])([CH2:11][CH2:12][CH2:13][CH3:14])[CH2:7][CH2:8][CH2:9][CH3:10])[CH2:16][CH2:17][CH3:18].Br[C:28]1[CH:43]=[CH:42][C:31]([C:32]([O:34][N:35]2[C:39](=[O:40])[CH2:38][CH2:37][C:36]2=[O:41])=[O:33])=[C:30]([Cl:44])[CH:29]=1. The catalyst is C1(C)C=CC=CC=1. The product is [Cl:44][C:30]1[CH:29]=[C:28]([Sn:6]([CH2:7][CH2:8][CH2:9][CH3:10])([CH2:11][CH2:12][CH2:13][CH3:14])[CH2:15][CH2:16][CH2:17][CH3:18])[CH:43]=[CH:42][C:31]=1[C:32]([O:34][N:35]1[C:36](=[O:41])[CH2:37][CH2:38][C:39]1=[O:40])=[O:33]. The yield is 0.600.